This data is from Full USPTO retrosynthesis dataset with 1.9M reactions from patents (1976-2016). The task is: Predict the reactants needed to synthesize the given product. Given the product [Cl:1][C:2]1[CH:3]=[N:4][CH:5]=[C:6]([Cl:9])[C:7]=1[CH2:8][C:13]1[C:22]2[C:17](=[C:18]([O:27][CH:28]3[CH2:32][CH2:31][O:37][CH2:36]3)[C:19]([O:23][CH:24]([F:25])[F:26])=[CH:20][CH:21]=2)[CH:16]=[N:15][N:14]=1, predict the reactants needed to synthesize it. The reactants are: [Cl:1][C:2]1[CH:3]=[N:4][CH:5]=[C:6]([Cl:9])[C:7]=1[CH3:8].[H-].[Na+].Cl[C:13]1[C:22]2[C:17](=[C:18]([O:27][CH:28]3[CH2:32][CH2:31]CO3)[C:19]([O:23][CH:24]([F:26])[F:25])=[CH:20][CH:21]=2)[CH:16]=[N:15][N:14]=1.CN([CH:36]=[O:37])C.